From a dataset of Forward reaction prediction with 1.9M reactions from USPTO patents (1976-2016). Predict the product of the given reaction. (1) Given the reactants Cl[C:2]1[C:11]2[CH2:10][CH2:9][CH2:8][CH2:7][C:6]=2[N:5]=[C:4]([O:12][CH2:13][C:14]2[CH:19]=[CH:18][CH:17]=[CH:16][N:15]=2)[CH:3]=1.C([Sn](CCCC)(CCCC)[C:25]1[CH:30]=[N:29][CH:28]=[CH:27][N:26]=1)CCC.CN(C=O)C, predict the reaction product. The product is: [N:26]1[CH:27]=[CH:28][N:29]=[CH:30][C:25]=1[C:2]1[C:11]2[CH2:10][CH2:9][CH2:8][CH2:7][C:6]=2[N:5]=[C:4]([O:12][CH2:13][C:14]2[CH:19]=[CH:18][CH:17]=[CH:16][N:15]=2)[CH:3]=1. (2) Given the reactants [NH2:1][C@:2]12[CH2:45][CH2:44][C@@H:43]([C:46]([CH3:48])=[CH2:47])[C@@H:3]1[C@@H:4]1[C@@:17]([CH3:20])([CH2:18][CH2:19]2)[C@@:16]2([CH3:21])[C@@H:7]([C@:8]3([CH3:42])[C@@H:13]([CH2:14][CH2:15]2)[C:12]([CH3:23])([CH3:22])[C:11]([C:24]2[CH2:29][CH2:28][C@@:27]([CH2:40][F:41])([C:30]([O:32][CH2:33][C:34]4[CH:39]=[CH:38][CH:37]=[CH:36][CH:35]=4)=[O:31])[CH2:26][CH:25]=2)=[CH:10][CH2:9]3)[CH2:6][CH2:5]1.CC1C=CC(S(O[CH2:60][CH2:61][N:62]2[CH2:66][CH2:65][NH:64][C:63]2=[O:67])(=O)=O)=CC=1.[O-]P([O-])([O-])=O.[K+].[K+].[K+].[I-].[K+], predict the reaction product. The product is: [F:41][CH2:40][C@@:27]1([C:30]([O:32][CH2:33][C:34]2[CH:35]=[CH:36][CH:37]=[CH:38][CH:39]=2)=[O:31])[CH2:28][CH2:29][C:24]([C:11]2[C:12]([CH3:22])([CH3:23])[C@H:13]3[C@:8]([CH3:42])([CH2:9][CH:10]=2)[C@@H:7]2[C@:16]([CH3:21])([C@@:17]4([CH3:20])[C@H:4]([CH2:5][CH2:6]2)[C@H:3]2[C@H:43]([C:46]([CH3:48])=[CH2:47])[CH2:44][CH2:45][C@:2]2([NH:1][CH2:60][CH2:61][N:62]2[CH2:66][CH2:65][NH:64][C:63]2=[O:67])[CH2:19][CH2:18]4)[CH2:15][CH2:14]3)=[CH:25][CH2:26]1. (3) Given the reactants [Br:1][C:2]1[CH:3]=[C:4]([C:8]([C:11]2[CH:12]=[C:13]([CH:16]=[O:17])[S:14][CH:15]=2)([OH:10])[CH3:9])[CH:5]=[CH:6][CH:7]=1.N1C=CN=C1.[CH3:23][Si:24](Cl)([CH3:26])[CH3:25].C([O-])(O)=O.[Na+], predict the reaction product. The product is: [Br:1][C:2]1[CH:3]=[C:4]([C:8]([C:11]2[CH:12]=[C:13]([CH:16]=[O:17])[S:14][CH:15]=2)([O:10][Si:24]([CH3:26])([CH3:25])[CH3:23])[CH3:9])[CH:5]=[CH:6][CH:7]=1. (4) Given the reactants [C:1]([O:5][CH2:6][CH:7]([CH3:9])[CH3:8])(=[O:4])[CH:2]=[CH2:3].C([NH2:14])(=O)C=C.C([O:27][S:28]([O-])(=[O:30])=[O:29])CCCCCCCCCCC.[Na+:32].[Na+].C(S([O-])(=O)=O)=C.CCOCC.S(OOS([O-])(=O)=O)([O-])(=O)=O.[Na+].[Na+].C(=O)(O)[O-].[Na+].S(=O)(=O)(O)[O-].[Na+], predict the reaction product. The product is: [CH2:6]([O:5][C:1](=[O:4])[CH:2]=[CH2:3])[CH:7]([CH3:9])[CH3:8].[CH:7]([S:28]([O-:30])(=[O:29])=[O:27])=[CH2:9].[Na+:32].[C:1]([NH2:14])(=[O:5])[CH:2]=[CH2:3]. (5) Given the reactants S(Cl)(Cl)=O.[Cl:5][C:6]1[CH:11]=[CH:10][C:9]([N:12]2[CH:16]=[C:15]([C:17](O)=O)[CH:14]=[N:13]2)=[CH:8][CH:7]=1.[Si](C=[N+]=[N-])(C)(C)[CH3:21].[ClH:27].[OH-:28].[Na+], predict the reaction product. The product is: [Cl:27][CH2:21][C:17]([C:15]1[CH:14]=[N:13][N:12]([C:9]2[CH:10]=[CH:11][C:6]([Cl:5])=[CH:7][CH:8]=2)[CH:16]=1)=[O:28]. (6) Given the reactants [CH2:1]([N:8]1[C:13](=[O:14])[CH:12]=[CH:11][CH:10]=[C:9]1[C:15]([OH:17])=O)[C:2]1[CH:7]=[CH:6][CH:5]=[CH:4][CH:3]=1.[NH2:18][C@@H:19]([CH2:27][CH2:28][CH2:29][NH:30][C:31]([NH:33][S:34]([C:37]1[C:38]([CH3:51])=[C:39]2[C:44](=[C:45]([CH3:48])[C:46]=1[CH3:47])[O:43][C:42]([CH3:50])([CH3:49])[CH2:41][CH2:40]2)(=[O:36])=[O:35])=[NH:32])[C:20]([O:22][C:23]([CH3:26])([CH3:25])[CH3:24])=[O:21].CN(C(ON1N=NC2C=CC=CC1=2)=[N+](C)C)C.F[P-](F)(F)(F)(F)F.CCN(C(C)C)C(C)C, predict the reaction product. The product is: [CH2:1]([N:8]1[C:13](=[O:14])[CH:12]=[CH:11][CH:10]=[C:9]1[C:15]([NH:18][C@@H:19]([CH2:27][CH2:28][CH2:29][NH:30][C:31]([NH:33][S:34]([C:37]1[C:38]([CH3:51])=[C:39]2[C:44](=[C:45]([CH3:48])[C:46]=1[CH3:47])[O:43][C:42]([CH3:50])([CH3:49])[CH2:41][CH2:40]2)(=[O:35])=[O:36])=[NH:32])[C:20]([O:22][C:23]([CH3:24])([CH3:25])[CH3:26])=[O:21])=[O:17])[C:2]1[CH:3]=[CH:4][CH:5]=[CH:6][CH:7]=1.